From a dataset of Full USPTO retrosynthesis dataset with 1.9M reactions from patents (1976-2016). Predict the reactants needed to synthesize the given product. (1) Given the product [Br:17][C:15]1[CH:14]=[CH:13][C:12]([S:18][CH2:19][CH3:20])=[C:11]([CH2:10][NH2:9])[CH:16]=1, predict the reactants needed to synthesize it. The reactants are: O1CCCC1.B.CO[N:9]=[CH:10][C:11]1[CH:16]=[C:15]([Br:17])[CH:14]=[CH:13][C:12]=1[S:18][CH2:19][CH3:20].Cl. (2) Given the product [OH:17][C:15]1[CH:16]=[C:10]([O:9][CH3:8])[C:11]([OH:12])=[CH:13][C:14]=1[CH:1]=[O:2], predict the reactants needed to synthesize it. The reactants are: [CH:1](OC)(OC)[O:2]C.[CH3:8][O:9][C:10]1[CH:16]=[C:15]([OH:17])[CH:14]=[CH:13][C:11]=1[OH:12].[Cl-].[Al+3].[Cl-].[Cl-].Cl. (3) Given the product [OH:1][C@@:2]([C:29]1[O:30][C:31]([CH3:34])=[CH:32][N:33]=1)([CH3:28])[C:3]#[C:4][C:5]1[CH:6]=[C:7]([C:11]2[N:12]=[C:13]([C:14]([NH2:35])=[O:26])[C:18]3[C:19](=[C:21]([O:23][CH3:24])[CH:15]=[CH:16][CH:17]=3)[N:20]=2)[CH:8]=[CH:9][CH:10]=1, predict the reactants needed to synthesize it. The reactants are: [OH:1][C@@:2]([C:29]1[O:30][C:31]([CH3:34])=[CH:32][N:33]=1)([CH3:28])[C:3]#[C:4][C:5]1[CH:6]=[C:7]([C:11]2[N:20]=[C:19]([C:21]([O:23][CH2:24]C)=O)[C:18]3[C:13](=[C:14]([O:26]C)[CH:15]=[CH:16][CH:17]=3)[N:12]=2)[CH:8]=[CH:9][CH:10]=1.[NH3:35]. (4) Given the product [Br:1][C:11]1[C:10](=[O:14])[NH:9][C:8](=[O:15])[N:7]([CH2:6][C:5]2[C:16]([C:20]([F:23])([F:21])[F:22])=[CH:17][CH:18]=[CH:19][C:4]=2[F:3])[C:12]=1[CH3:13], predict the reactants needed to synthesize it. The reactants are: [Br:1]Br.[F:3][C:4]1[CH:19]=[CH:18][CH:17]=[C:16]([C:20]([F:23])([F:22])[F:21])[C:5]=1[CH2:6][N:7]1[C:12]([CH3:13])=[CH:11][C:10](=[O:14])[NH:9][C:8]1=[O:15]. (5) Given the product [C:40]([C:14]1[CH:15]=[CH:16][C:17]([CH:19]2[CH2:24][CH2:23][N:22]([C:25](=[O:39])/[CH:26]=[CH:27]/[CH2:28][N:48]3[CH2:47][CH2:46][N:45]([CH2:51][CH2:52][NH:53][C:54](=[O:60])[O:55][C:56]([CH3:57])([CH3:59])[CH3:58])[CH2:50][CH2:49]3)[CH2:21][CH2:20]2)=[N:18][C:13]=1[O:12][C:11]1[CH:10]=[CH:9][C:8]([O:1][C:2]2[CH:7]=[CH:6][CH:5]=[CH:4][CH:3]=2)=[CH:44][CH:43]=1)(=[O:41])[NH2:42], predict the reactants needed to synthesize it. The reactants are: [O:1]([C:8]1[CH:44]=[CH:43][C:11]([O:12][C:13]2[N:18]=[C:17]([CH:19]3[CH2:24][CH2:23][N:22]([C:25](=[O:39])/[CH:26]=[CH:27]/[CH2:28]ON4C5=NC=CC=C5N=N4)[CH2:21][CH2:20]3)[CH:16]=[CH:15][C:14]=2[C:40]([NH2:42])=[O:41])=[CH:10][CH:9]=1)[C:2]1[CH:7]=[CH:6][CH:5]=[CH:4][CH:3]=1.[N:45]1([CH2:51][CH2:52][NH:53][C:54](=[O:60])[O:55][C:56]([CH3:59])([CH3:58])[CH3:57])[CH2:50][CH2:49][NH:48][CH2:47][CH2:46]1.CCN(C(C)C)C(C)C. (6) Given the product [C:21]([O:20][C:16](=[O:19])/[CH:17]=[CH:18]/[C:2]1[CH:3]=[C:4]([C:12]([O:14][CH3:15])=[O:13])[C:5]2[C:10]([CH:11]=1)=[CH:9][CH:8]=[CH:7][CH:6]=2)([CH3:24])([CH3:23])[CH3:22], predict the reactants needed to synthesize it. The reactants are: Br[C:2]1[CH:3]=[C:4]([C:12]([O:14][CH3:15])=[O:13])[C:5]2[C:10]([CH:11]=1)=[CH:9][CH:8]=[CH:7][CH:6]=2.[C:16]([O:20][C:21]([CH3:24])([CH3:23])[CH3:22])(=[O:19])[CH:17]=[CH2:18].C1(C)C=CC=CC=1P(C1C=CC=CC=1C)C1C=CC=CC=1C.C(N(CC)CC)C.